This data is from Forward reaction prediction with 1.9M reactions from USPTO patents (1976-2016). The task is: Predict the product of the given reaction. (1) Given the reactants [C:1]([OH:7])(=[O:6])[CH2:2][C:3]([CH3:5])=[O:4].[Cl:8][C:9]1[CH:10]=[C:11]([CH:14]=[CH:15][CH:16]=1)[CH:12]=O.N1CCC[CH2:19][CH2:18]1.C(O)(=O)C, predict the reaction product. The product is: [CH2:18]([O:6][C:1](=[O:7])[C:2]([C:3](=[O:4])[CH3:5])=[CH:12][C:11]1[CH:14]=[CH:15][CH:16]=[C:9]([Cl:8])[CH:10]=1)[CH3:19]. (2) Given the reactants C([O:8][C:9]1[CH:14]=[CH:13][C:12]([CH2:15][CH:16]([O:22][C:23]2[CH:28]=[CH:27][C:26]([Cl:29])=[CH:25][CH:24]=2)[C:17]([O:19][CH2:20][CH3:21])=[O:18])=[CH:11][CH:10]=1)C1C=CC=CC=1.Br.C(=O)([O-])[O-].[K+].[K+], predict the reaction product. The product is: [Cl:29][C:26]1[CH:27]=[CH:28][C:23]([O:22][CH:16]([CH2:15][C:12]2[CH:11]=[CH:10][C:9]([OH:8])=[CH:14][CH:13]=2)[C:17]([O:19][CH2:20][CH3:21])=[O:18])=[CH:24][CH:25]=1. (3) Given the reactants [CH:1]1(Br)[CH2:3][CH2:2]1.C([Li])CCC.[Cl:10][C:11]1[N:16]=[CH:15][C:14]([C:17](N(C)OC)=[O:18])=[CH:13][CH:12]=1, predict the reaction product. The product is: [Cl:10][C:11]1[N:16]=[CH:15][C:14]([C:17]([CH:1]2[CH2:3][CH2:2]2)=[O:18])=[CH:13][CH:12]=1. (4) Given the reactants [CH3:1][C:2]1([CH3:24])[O:6][C:5](=[CH:7][C:8]([N:10]([CH2:13][C:14]2[CH:22]=[CH:21][C:17]([C:18](O)=[O:19])=[CH:16][CH:15]=2)[O:11][CH3:12])=[O:9])[C:4](=[O:23])[O:3]1.C(Cl)(=O)C(Cl)=O.[CH3:31][N:32](C)C=O, predict the reaction product. The product is: [CH3:1][C:2]1([CH3:24])[O:6][C:5](=[CH:7][C:8]([N:10]([CH2:13][C:14]2[CH:22]=[CH:21][C:17]([C:18]([NH:32][CH3:31])=[O:19])=[CH:16][CH:15]=2)[O:11][CH3:12])=[O:9])[C:4](=[O:23])[O:3]1. (5) Given the reactants Br[C:2]1[CH:24]=[CH:23][C:5]([CH2:6][N:7]2[CH:22]=[C:10]3[C:11](=[O:21])[N:12]([CH3:20])[C:13]4[N:14]([CH2:15][C:16]([CH3:19])([CH3:18])[N:17]=4)[C:9]3=[N:8]2)=[CH:4][CH:3]=1.[C:25]1([OH:31])[CH:30]=[CH:29][CH:28]=[CH:27][CH:26]=1.C(=O)([O-])[O-].[Cs+].[Cs+].CC(C)(C(=O)CC(=O)C(C)(C)C)C, predict the reaction product. The product is: [O:31]([C:2]1[CH:24]=[CH:23][C:5]([CH2:6][N:7]2[CH:22]=[C:10]3[C:11](=[O:21])[N:12]([CH3:20])[C:13]4[N:14]([CH2:15][C:16]([CH3:19])([CH3:18])[N:17]=4)[C:9]3=[N:8]2)=[CH:4][CH:3]=1)[C:25]1[CH:30]=[CH:29][CH:28]=[CH:27][CH:26]=1.